Dataset: hERG potassium channel inhibition data for cardiac toxicity prediction from Karim et al.. Task: Regression/Classification. Given a drug SMILES string, predict its toxicity properties. Task type varies by dataset: regression for continuous values (e.g., LD50, hERG inhibition percentage) or binary classification for toxic/non-toxic outcomes (e.g., AMES mutagenicity, cardiotoxicity, hepatotoxicity). Dataset: herg_karim. (1) The molecule is COC1COCCC1N[C@@H]1C[C@H]2C[C@H](C(F)(F)F)C[C@@]2(C(=O)N2CCc3ncc(C(F)(F)F)cc3C2)C1. The result is 0 (non-blocker). (2) The molecule is CN1CCN(c2ncnc3c2nc(-c2ccccc2Cl)n3-c2ccc(Cl)cc2)CC1. The result is 1 (blocker). (3) The molecule is CN(C)C(=O)[C@@H](C1CCC(N(C)C(=O)c2cccc(F)c2)CC1)[C@H](N)C(=O)N1CC[C@H](F)C1.Cl. The result is 0 (non-blocker). (4) The compound is CCNC(=O)c1ccc(-c2ccc3c(c2)CCN(CCN2CCC[C@H]2C)C3=O)cc1. The result is 1 (blocker). (5) The compound is CN[C@@H]1CCN(c2nc(N)nc3c2oc2ncc(Cl)cc23)C1. The result is 0 (non-blocker). (6) The drug is Cc1c([C@@H](O)CN2CCC3(CC2)CCN(c2ccc(C(C)(C)O)nc2)C3)ccc2c1COC2=O. The result is 0 (non-blocker). (7) The molecule is CC(=O)N1CCc2nc(-c3ccc(OC4CC(N5CCCCC5)C4)cc3)sc2C1. The result is 0 (non-blocker).